Dataset: Forward reaction prediction with 1.9M reactions from USPTO patents (1976-2016). Task: Predict the product of the given reaction. (1) Given the reactants Cl.[CH:2]1([NH:8][OH:9])[CH2:7][CH2:6][CH2:5][CH2:4][CH2:3]1.[CH3:10][O:11][S:12]([C:15]1[CH:22]=[CH:21][CH:20]=[CH:19][C:16]=1[CH:17]=O)(=[O:14])=[O:13], predict the reaction product. The product is: [CH:2]1([N+:8]([O-:9])=[CH:17][C:16]2[CH:19]=[CH:20][CH:21]=[CH:22][C:15]=2[S:12]([O:11][CH3:10])(=[O:13])=[O:14])[CH2:7][CH2:6][CH2:5][CH2:4][CH2:3]1. (2) Given the reactants Br[C:2]1[N:7]=[CH:6][C:5]([C:8]([N:10]2[CH2:15][CH2:14][N:13]([C:16]3[C:21]([CH3:22])=[CH:20][C:19]([CH3:23])=[C:18]([CH3:24])[N:17]=3)[CH2:12][CH2:11]2)=[O:9])=[CH:4][CH:3]=1.[O:25]=[C:26]1[NH:30][C@H:29]([CH2:31][O:32]C(=O)C2C=CC=CC=2)[CH2:28][O:27]1, predict the reaction product. The product is: [OH:32][CH2:31][C@@H:29]1[CH2:28][O:27][C:26](=[O:25])[N:30]1[C:2]1[CH:3]=[CH:4][C:5]([C:8]([N:10]2[CH2:15][CH2:14][N:13]([C:16]3[C:21]([CH3:22])=[CH:20][C:19]([CH3:23])=[C:18]([CH3:24])[N:17]=3)[CH2:12][CH2:11]2)=[O:9])=[CH:6][N:7]=1. (3) Given the reactants [CH2:1]([O:3][C:4](=[O:33])[CH:5]([C:9]1[CH:10]=[C:11]([C:23]2[CH:28]=[CH:27][C:26]([C:29]([F:32])([F:31])[F:30])=[CH:25][CH:24]=2)[CH:12]=[C:13]([O:15]CC2C=CC=CC=2)[CH:14]=1)[CH2:6][CH2:7][CH3:8])[CH3:2], predict the reaction product. The product is: [CH2:1]([O:3][C:4](=[O:33])[CH:5]([C:9]1[CH:10]=[C:11]([C:23]2[CH:24]=[CH:25][C:26]([C:29]([F:31])([F:30])[F:32])=[CH:27][CH:28]=2)[CH:12]=[C:13]([OH:15])[CH:14]=1)[CH2:6][CH2:7][CH3:8])[CH3:2].